This data is from Forward reaction prediction with 1.9M reactions from USPTO patents (1976-2016). The task is: Predict the product of the given reaction. (1) The product is: [C:28]1([NH:34][C:35]([NH:1][CH2:2][CH2:3][C:4]([C:6]2[CH:20]=[CH:19][C:9]3[N:10]=[C:11]([NH:13][C:14]([NH:16][CH2:17][CH3:18])=[O:15])[S:12][C:8]=3[CH:7]=2)=[O:5])=[O:36])[CH:33]=[CH:32][CH:31]=[CH:30][CH:29]=1. Given the reactants [NH2:1][CH2:2][CH2:3][C:4]([C:6]1[CH:20]=[CH:19][C:9]2[N:10]=[C:11]([NH:13][C:14]([NH:16][CH2:17][CH3:18])=[O:15])[S:12][C:8]=2[CH:7]=1)=[O:5].C(N(CC)CC)C.[C:28]1([N:34]=[C:35]=[O:36])[CH:33]=[CH:32][CH:31]=[CH:30][CH:29]=1, predict the reaction product. (2) Given the reactants CC1(C)C(C)(C)OB([C:9]2[CH:33]=[CH:32][C:31]3([C:45]4[CH:44]=[CH:43][CH:42]=[CH:41][C:40]=4[C:39]4[C:34]3=[CH:35][CH:36]=[CH:37][CH:38]=4)[C:30]3[C:10]=2[CH:11]=[C:12]2[CH:29]=[C:28]4[C:15]([C:16]5[C:21]([C:22]6[C:27]4=[CH:26][CH:25]=[CH:24][CH:23]=6)=[CH:20][CH:19]=[CH:18][CH:17]=5)=[CH:14][C:13]2=3)O1.Cl[C:48]1[CH:61]=[CH:60][C:59]2[C:50](=[C:51]3[C:56](=[CH:57][CH:58]=2)[CH:55]=[CH:54][CH:53]=[N:52]3)[N:49]=1.C([O-])([O-])=O.[Na+].[Na+].CCO, predict the reaction product. The product is: [CH:26]1[CH:25]=[CH:24][CH:23]=[C:22]2[C:27]=1[C:28]1[C:15]([C:16]3[C:21]2=[CH:20][CH:19]=[CH:18][CH:17]=3)=[CH:14][C:13]2=[C:30]3[C:10]([CH:11]=[C:12]2[CH:29]=1)=[C:9]([C:48]1[CH:61]=[CH:60][C:59]2[C:50](=[C:51]4[C:56](=[CH:57][CH:58]=2)[CH:55]=[CH:54][CH:53]=[N:52]4)[N:49]=1)[CH:33]=[CH:32][C:31]13[C:34]2[CH:35]=[CH:36][CH:37]=[CH:38][C:39]=2[C:40]2[C:45]1=[CH:44][CH:43]=[CH:42][CH:41]=2.